The task is: Regression. Given two drug SMILES strings and cell line genomic features, predict the synergy score measuring deviation from expected non-interaction effect.. This data is from NCI-60 drug combinations with 297,098 pairs across 59 cell lines. (1) Synergy scores: CSS=57.2, Synergy_ZIP=7.97, Synergy_Bliss=8.09, Synergy_Loewe=11.6, Synergy_HSA=12.2. Drug 2: C1=CC=C(C=C1)NC(=O)CCCCCCC(=O)NO. Drug 1: C1=C(C(=O)NC(=O)N1)F. Cell line: MOLT-4. (2) Cell line: UACC62. Synergy scores: CSS=6.77, Synergy_ZIP=-0.500, Synergy_Bliss=6.03, Synergy_Loewe=4.68, Synergy_HSA=4.99. Drug 1: CS(=O)(=O)C1=CC(=C(C=C1)C(=O)NC2=CC(=C(C=C2)Cl)C3=CC=CC=N3)Cl. Drug 2: C1=CN(C=N1)CC(O)(P(=O)(O)O)P(=O)(O)O. (3) Drug 1: CC1=C(C(=CC=C1)Cl)NC(=O)C2=CN=C(S2)NC3=CC(=NC(=N3)C)N4CCN(CC4)CCO. Drug 2: CCN(CC)CCNC(=O)C1=C(NC(=C1C)C=C2C3=C(C=CC(=C3)F)NC2=O)C. Cell line: SR. Synergy scores: CSS=11.7, Synergy_ZIP=-1.80, Synergy_Bliss=-7.41, Synergy_Loewe=-0.796, Synergy_HSA=-3.80. (4) Drug 1: CC12CCC(CC1=CCC3C2CCC4(C3CC=C4C5=CN=CC=C5)C)O. Drug 2: CCCCC(=O)OCC(=O)C1(CC(C2=C(C1)C(=C3C(=C2O)C(=O)C4=C(C3=O)C=CC=C4OC)O)OC5CC(C(C(O5)C)O)NC(=O)C(F)(F)F)O. Cell line: NCI-H522. Synergy scores: CSS=3.38, Synergy_ZIP=-0.981, Synergy_Bliss=1.07, Synergy_Loewe=-1.07, Synergy_HSA=0.118. (5) Drug 1: CCCCCOC(=O)NC1=NC(=O)N(C=C1F)C2C(C(C(O2)C)O)O. Drug 2: C1C(C(OC1N2C=NC3=C2NC=NCC3O)CO)O. Cell line: MCF7. Synergy scores: CSS=-4.15, Synergy_ZIP=2.13, Synergy_Bliss=-0.0328, Synergy_Loewe=-3.31, Synergy_HSA=-3.06.